Dataset: Reaction yield outcomes from USPTO patents with 853,638 reactions. Task: Predict the reaction yield, written as a fraction of the theoretical maximum amount of product (1.0 means a 100% yield; for example, 0.34 means a 34% yield). (1) The product is [ClH:18].[NH2:4][C:5]12[CH2:14][CH:9]3[CH2:10][CH:11]([CH2:13][C:7]([C:15]([OH:17])=[O:16])([CH2:8]3)[CH2:6]1)[CH2:12]2. The reactants are C([NH:4][C:5]12[CH2:14][CH:9]3[CH2:10][CH:11]([CH2:13][C:7]([C:15]([OH:17])=[O:16])([CH2:8]3)[CH2:6]1)[CH2:12]2)(=O)C.[ClH:18]. The catalyst is O. The yield is 0.780. (2) The reactants are [C:1]([O:4][C@H:5]([CH3:36])[C@H:6]([NH:11][C:12]([C:14]1([CH2:29][C:30]2[CH:35]=[CH:34][CH:33]=[CH:32][CH:31]=2)[CH2:18][CH2:17][CH2:16][N:15]1C(OCC1C=CC=CC=1)=O)=[O:13])[C:7]([O:9][CH3:10])=[O:8])(=[O:3])[CH3:2]. The catalyst is CO.[Pd]. The product is [CH3:10][O:9][C:7](=[O:8])[C@@H:6]([NH:11][C:12]([C:14]1([CH2:29][C:30]2[CH:31]=[CH:32][CH:33]=[CH:34][CH:35]=2)[CH2:18][CH2:17][CH2:16][NH:15]1)=[O:13])[C@H:5]([O:4][C:1](=[O:3])[CH3:2])[CH3:36]. The yield is 0.770. (3) The reactants are C1C=CC(P(C2C=CC3C(=CC=CC=3)C=2C2C3C(=CC=CC=3)C=CC=2P(C2C=CC=CC=2)C2C=CC=CC=2)C2C=CC=CC=2)=CC=1.[N+:47]([C:50]1[CH:55]=[CH:54][C:53](I)=[CH:52][CH:51]=1)([O-:49])=[O:48].Cl.[CH2:58]([O:65][C:66]1[CH:72]=[CH:71][C:69]([NH2:70])=[CH:68][CH:67]=1)[C:59]1[CH:64]=[CH:63][CH:62]=[CH:61][CH:60]=1.C([O-])([O-])=O.[Cs+].[Cs+]. The catalyst is CC([O-])=O.CC([O-])=O.[Pd+2].O.C1(C)C=CC=CC=1. The product is [CH2:58]([O:65][C:66]1[CH:67]=[CH:68][C:69]([NH:70][C:53]2[CH:54]=[CH:55][C:50]([N+:47]([O-:49])=[O:48])=[CH:51][CH:52]=2)=[CH:71][CH:72]=1)[C:59]1[CH:60]=[CH:61][CH:62]=[CH:63][CH:64]=1. The yield is 0.310. (4) The reactants are CC([CH2:5][N:6]([CH2:10][CH2:11][N:12]1[CH:16]=[C:15]([C:17]2[CH:18]=[C:19]3[C:24](=[CH:25][CH:26]=2)[N:23]([C:27](=[O:29])[CH3:28])[C@@H:22]([CH3:30])[CH2:21][C@H:20]3[NH:31][C:32]2[CH:37]=[CH:36][C:35]([F:38])=[CH:34][N:33]=2)[CH:14]=[N:13]1)C(=O)[O-])(C)C.FC(F)(F)C(O)=O.[ClH:46].CCOCC. The catalyst is ClCCl. The product is [ClH:46].[C:27]([N:23]1[C:24]2[C:19](=[CH:18][C:17]([C:15]3[CH:14]=[N:13][N:12]([CH2:11][CH2:10][NH:6][CH3:5])[CH:16]=3)=[CH:26][CH:25]=2)[C@H:20]([NH:31][C:32]2[CH:37]=[CH:36][C:35]([F:38])=[CH:34][N:33]=2)[CH2:21][C@@H:22]1[CH3:30])(=[O:29])[CH3:28]. The yield is 1.04.